Regression. Given a peptide amino acid sequence and an MHC pseudo amino acid sequence, predict their binding affinity value. This is MHC class II binding data. From a dataset of Peptide-MHC class II binding affinity with 134,281 pairs from IEDB. (1) The peptide sequence is INEPTAAAIAYHLDR. The MHC is HLA-DQA10102-DQB10602 with pseudo-sequence HLA-DQA10102-DQB10602. The binding affinity (normalized) is 0.620. (2) The peptide sequence is VVMTSLALVGAALHP. The binding affinity (normalized) is 0.346. The MHC is DRB4_0101 with pseudo-sequence DRB4_0103.